Dataset: NCI-60 drug combinations with 297,098 pairs across 59 cell lines. Task: Regression. Given two drug SMILES strings and cell line genomic features, predict the synergy score measuring deviation from expected non-interaction effect. Drug 1: C1=CC(=CC=C1CC(C(=O)O)N)N(CCCl)CCCl.Cl. Drug 2: CCCCC(=O)OCC(=O)C1(CC(C2=C(C1)C(=C3C(=C2O)C(=O)C4=C(C3=O)C=CC=C4OC)O)OC5CC(C(C(O5)C)O)NC(=O)C(F)(F)F)O. Cell line: UO-31. Synergy scores: CSS=4.40, Synergy_ZIP=-4.36, Synergy_Bliss=-5.57, Synergy_Loewe=-4.34, Synergy_HSA=-4.29.